Dataset: Full USPTO retrosynthesis dataset with 1.9M reactions from patents (1976-2016). Task: Predict the reactants needed to synthesize the given product. (1) Given the product [N:22]([CH2:6][C@@H:7]([NH2:14])[C:8]1[CH:9]=[CH:10][CH:11]=[CH:12][CH:13]=1)=[N+:23]=[N-:24], predict the reactants needed to synthesize it. The reactants are: CS(O[CH2:6][C@@H:7]([NH:14]C(OC(C)(C)C)=O)[C:8]1[CH:13]=[CH:12][CH:11]=[CH:10][CH:9]=1)(=O)=O.[N-:22]=[N+:23]=[N-:24].[Na+].O. (2) Given the product [CH3:23][O:22][CH2:21][CH2:20][N:8]1[C:9](=[O:13])[CH2:10][CH2:11][CH2:12][C:6]2[CH:5]=[C:4]([N+:1]([O-:3])=[O:2])[CH:15]=[CH:14][C:7]1=2, predict the reactants needed to synthesize it. The reactants are: [N+:1]([C:4]1[CH:15]=[CH:14][C:7]2[NH:8][C:9](=[O:13])[CH2:10][CH2:11][CH2:12][C:6]=2[CH:5]=1)([O-:3])=[O:2].[H-].[Na+].BrC[CH2:20][CH2:21][O:22][CH3:23]. (3) Given the product [C:19]([O:23][C:24](=[O:32])[NH:25][CH:26]1[CH2:31][CH2:30][N:29]([C:2]2[C:7]([C:8]#[C:9][C:10]3[CH:11]=[N:12][C:13]([NH2:16])=[CH:14][CH:15]=3)=[C:6]([CH3:17])[N:5]=[C:4]([NH2:18])[N:3]=2)[CH2:28][CH2:27]1)([CH3:22])([CH3:20])[CH3:21], predict the reactants needed to synthesize it. The reactants are: Cl[C:2]1[C:7]([C:8]#[C:9][C:10]2[CH:11]=[N:12][C:13]([NH2:16])=[CH:14][CH:15]=2)=[C:6]([CH3:17])[N:5]=[C:4]([NH2:18])[N:3]=1.[C:19]([O:23][C:24](=[O:32])[NH:25][CH:26]1[CH2:31][CH2:30][NH:29][CH2:28][CH2:27]1)([CH3:22])([CH3:21])[CH3:20].C(OCC)(=O)C.C([O-])([O-])=O.[Na+].[Na+]. (4) Given the product [CH:18]1([CH2:21][NH:22][C:2]2[N:7]=[C:6]([N:8]3[C:12]4[CH:13]=[C:14]([NH2:17])[CH:15]=[CH:16][C:11]=4[N:10]=[CH:9]3)[CH:5]=[N:4][CH:3]=2)[CH2:20][CH2:19]1, predict the reactants needed to synthesize it. The reactants are: Cl[C:2]1[N:7]=[C:6]([N:8]2[C:12]3[CH:13]=[C:14]([NH2:17])[CH:15]=[CH:16][C:11]=3[N:10]=[CH:9]2)[CH:5]=[N:4][CH:3]=1.[CH:18]1([CH2:21][NH2:22])[CH2:20][CH2:19]1.CCN(C(C)C)C(C)C. (5) Given the product [CH2:1]([O:8][NH:9][C:10](=[O:31])[CH2:11][C@H:12]([C:22]1[O:23][C:24]([CH3:30])=[C:25]([C:27]([NH:66][CH2:65][CH2:64][N:63]([CH3:67])[CH3:62])=[O:29])[N:26]=1)[CH2:13][CH2:14][CH2:15][CH:16]1[CH2:21][CH2:20][CH2:19][CH2:18][CH2:17]1)[C:2]1[CH:7]=[CH:6][CH:5]=[CH:4][CH:3]=1, predict the reactants needed to synthesize it. The reactants are: [CH2:1]([O:8][NH:9][C:10](=[O:31])[CH2:11][C@H:12]([C:22]1[O:23][C:24]([CH3:30])=[C:25]([C:27]([OH:29])=O)[N:26]=1)[CH2:13][CH2:14][CH2:15][CH:16]1[CH2:21][CH2:20][CH2:19][CH2:18][CH2:17]1)[C:2]1[CH:7]=[CH:6][CH:5]=[CH:4][CH:3]=1.CN1CCOCC1.O.ON1C2C=CC=CC=2N=N1.Cl.CN(C)CCCN=C=NCC.[CH3:62][N:63]([CH3:67])[CH2:64][CH2:65][NH2:66]. (6) Given the product [C:21]([N:11]([CH2:10][C:7]([OH:9])=[O:8])[C:12]1[CH:20]=[CH:19][CH:18]=[CH:17][C:13]=1[C:14]([OH:16])=[O:15])(=[O:23])[CH3:22], predict the reactants needed to synthesize it. The reactants are: C(=O)([O-])[O-].[Na+].[Na+].[C:7]([CH2:10][NH:11][C:12]1[CH:20]=[CH:19][CH:18]=[CH:17][C:13]=1[C:14]([OH:16])=[O:15])([OH:9])=[O:8].[C:21](OC(=O)C)(=[O:23])[CH3:22].Cl. (7) The reactants are: C([Li])(C)(C)C.Br[C:7]1[CH:12]=[CH:11][C:10]([N:13]2[CH2:18][CH:17]([CH3:19])[O:16][CH:15]([CH3:20])[CH2:14]2)=[C:9]([CH:21]2[O:25]CCO2)[CH:8]=1.CON(C)[C:29](=[O:31])[CH3:30]. Given the product [C:29]([C:7]1[CH:12]=[CH:11][C:10]([N:13]2[CH2:14][CH:15]([CH3:20])[O:16][CH:17]([CH3:19])[CH2:18]2)=[C:9]([CH:8]=1)[CH:21]=[O:25])(=[O:31])[CH3:30], predict the reactants needed to synthesize it. (8) Given the product [CH2:3]([N:10]1[CH2:11][CH2:12][CH:13]([C:16]([OH:18])=[O:17])[CH2:14][CH2:15]1)[C:4]1[CH:5]=[CH:6][CH:7]=[CH:8][CH:9]=1, predict the reactants needed to synthesize it. The reactants are: [OH-].[Na+].[CH2:3]([N:10]1[CH2:15][CH2:14][CH:13]([C:16]([O:18]CC)=[O:17])[CH2:12][CH2:11]1)[C:4]1[CH:9]=[CH:8][CH:7]=[CH:6][CH:5]=1.O1CCCC1.Cl. (9) Given the product [CH3:38][O:33][C:30]([C:7]1[S:6][C:5]([N:10]2[CH2:28][CH2:27][N:14]([C:15](=[O:26])[C:16]3[CH:21]=[CH:20][CH:19]=[CH:18][C:17]=3[C:22]([F:25])([F:24])[F:23])[CH2:13][CH2:12]2)=[N:9][CH:8]=1)=[O:31], predict the reactants needed to synthesize it. The reactants are: COC([C:5]1([NH2:10])[NH:9][CH:8]=[CH:7][S:6]1)=O.Cl[CH2:12][CH2:13][N:14]([CH2:27][CH2:28]Cl)[C:15](=[O:26])[C:16]1[CH:21]=[CH:20][CH:19]=[CH:18][C:17]=1[C:22]([F:25])([F:24])[F:23].[C:30]([O-:33])([O-])=[O:31].[K+].[K+].[Na+].[I-].[CH3:38]OCCOC.